From a dataset of Full USPTO retrosynthesis dataset with 1.9M reactions from patents (1976-2016). Predict the reactants needed to synthesize the given product. (1) Given the product [N:3]1[CH:4]=[CH:5][C:6]([O:8][CH:9]2[CH2:18][CH2:17][C:16]3[CH:15]=[C:14]([C:19]([O:21][CH3:22])=[O:20])[CH:13]=[CH:12][C:11]=3[CH2:10]2)=[CH:7][CH:2]=1, predict the reactants needed to synthesize it. The reactants are: Cl[C:2]1[CH:7]=[C:6]([O:8][CH:9]2[CH2:18][CH2:17][C:16]3[CH:15]=[C:14]([C:19]([O:21][CH3:22])=[O:20])[CH:13]=[CH:12][C:11]=3[CH2:10]2)[CH:5]=[CH:4][N:3]=1.[H][H]. (2) Given the product [Si:42]([O:45][CH:46]1[C:54]2[CH:53]=[C:52]([C:2]3[C:11]([CH3:12])=[C:10]4[C:5]([C:6](=[O:17])[NH:7][C:8](=[O:16])[N:9]4[CH:13]4[CH2:15][CH2:14]4)=[CH:4][C:3]=3[F:18])[S:51][C:50]=2[CH2:49][CH2:48][C:47]1([F:69])[F:68])([C:38]([CH3:41])([CH3:40])[CH3:39])([CH3:44])[CH3:43], predict the reactants needed to synthesize it. The reactants are: Br[C:2]1[C:11]([CH3:12])=[C:10]2[C:5]([C:6](=[O:17])[NH:7][C:8](=[O:16])[N:9]2[CH:13]2[CH2:15][CH2:14]2)=[CH:4][C:3]=1[F:18].C1([As](C2C=CC=CC=2)C2C=CC=CC=2)C=CC=CC=1.[C:38]([Si:42]([O:45][CH:46]1[C:54]2[CH:53]=[C:52]([Sn](CCCC)(CCCC)CCCC)[S:51][C:50]=2[CH2:49][CH2:48][C:47]1([F:69])[F:68])([CH3:44])[CH3:43])([CH3:41])([CH3:40])[CH3:39].[F-].[K+]. (3) Given the product [CH2:7]([O:9][C:10]([C:12]1[C:13]2[CH2:21][CH2:20][CH2:19][CH2:18][C:14]=2[S:15][C:16]=1[NH:17][C:4]([CH:1]1[CH2:3][CH2:2]1)=[O:5])=[O:11])[CH3:8], predict the reactants needed to synthesize it. The reactants are: [CH:1]1([C:4](Cl)=[O:5])[CH2:3][CH2:2]1.[CH2:7]([O:9][C:10]([C:12]1[C:13]2[CH2:21][CH2:20][CH2:19][CH2:18][C:14]=2[S:15][C:16]=1[NH2:17])=[O:11])[CH3:8].Cl. (4) Given the product [F:1][C:2]1[CH:10]=[C:9]2[C:5]([CH2:6][CH2:7][CH:8]2[NH:11][C:12]2[CH:21]=[CH:20][C:19]3[C:14](=[CH:15][CH:16]=[C:17]([NH:22][C:26]([CH:23]4[CH2:25][CH2:24]4)=[O:27])[CH:18]=3)[N:13]=2)=[CH:4][CH:3]=1, predict the reactants needed to synthesize it. The reactants are: [F:1][C:2]1[CH:10]=[C:9]2[C:5]([CH2:6][CH2:7][CH:8]2[NH:11][C:12]2[CH:21]=[CH:20][C:19]3[C:14](=[CH:15][CH:16]=[C:17]([NH2:22])[CH:18]=3)[N:13]=2)=[CH:4][CH:3]=1.[CH:23]1([C:26](O)=[O:27])[CH2:25][CH2:24]1. (5) Given the product [CH2:11]([C:4]1[S:3][C:2]2[NH:1][C:14](=[O:16])[N:40]([C:37]3[N:38]=[N:39][C:34]([O:33][CH3:32])=[CH:35][CH:36]=3)[C:7](=[O:9])[C:6]=2[CH:5]=1)[CH3:12], predict the reactants needed to synthesize it. The reactants are: [NH2:1][C:2]1[S:3][C:4]([CH2:11][CH3:12])=[CH:5][C:6]=1[C:7]([O:9]C)=O.Cl[C:14](Cl)([O:16]C(=O)OC(Cl)(Cl)Cl)Cl.C(N(CC)CC)C.[CH3:32][O:33][C:34]1[N:39]=[N:38][C:37]([NH2:40])=[CH:36][CH:35]=1.